From a dataset of NCI-60 drug combinations with 297,098 pairs across 59 cell lines. Regression. Given two drug SMILES strings and cell line genomic features, predict the synergy score measuring deviation from expected non-interaction effect. (1) Drug 1: C(CCl)NC(=O)N(CCCl)N=O. Drug 2: C(CN)CNCCSP(=O)(O)O. Cell line: SNB-19. Synergy scores: CSS=14.8, Synergy_ZIP=-4.53, Synergy_Bliss=2.86, Synergy_Loewe=-14.8, Synergy_HSA=-0.242. (2) Drug 1: CC1C(C(=O)NC(C(=O)N2CCCC2C(=O)N(CC(=O)N(C(C(=O)O1)C(C)C)C)C)C(C)C)NC(=O)C3=C4C(=C(C=C3)C)OC5=C(C(=O)C(=C(C5=N4)C(=O)NC6C(OC(=O)C(N(C(=O)CN(C(=O)C7CCCN7C(=O)C(NC6=O)C(C)C)C)C)C(C)C)C)N)C. Drug 2: CNC(=O)C1=NC=CC(=C1)OC2=CC=C(C=C2)NC(=O)NC3=CC(=C(C=C3)Cl)C(F)(F)F. Cell line: ACHN. Synergy scores: CSS=10.2, Synergy_ZIP=-7.26, Synergy_Bliss=-9.00, Synergy_Loewe=-50.9, Synergy_HSA=-13.4. (3) Drug 1: C1=CC(=CC=C1CC(C(=O)O)N)N(CCCl)CCCl.Cl. Drug 2: CC1=C(C=C(C=C1)NC(=O)C2=CC=C(C=C2)CN3CCN(CC3)C)NC4=NC=CC(=N4)C5=CN=CC=C5. Cell line: 786-0. Synergy scores: CSS=15.4, Synergy_ZIP=-6.64, Synergy_Bliss=-5.13, Synergy_Loewe=-6.28, Synergy_HSA=-6.24.